Dataset: Reaction yield outcomes from USPTO patents with 853,638 reactions. Task: Predict the reaction yield, written as a fraction of the theoretical maximum amount of product (1.0 means a 100% yield; for example, 0.34 means a 34% yield). (1) No catalyst specified. The yield is 0.750. The product is [F:17][C:14]1[CH:15]=[C:16]2[C:11]([C:10]([C:18]([O:20][CH3:21])=[O:19])=[N:9][N:8]2[C:4]2[CH:5]=[CH:6][CH:7]=[C:2]([C:23]#[C:22][C@:24]3([OH:32])[CH2:29][CH2:28][CH2:27][N:26]([CH3:30])[C:25]3=[O:31])[CH:3]=2)=[CH:12][CH:13]=1. The reactants are Br[C:2]1[CH:3]=[C:4]([N:8]2[C:16]3[C:11](=[CH:12][CH:13]=[C:14]([F:17])[CH:15]=3)[C:10]([C:18]([O:20][CH3:21])=[O:19])=[N:9]2)[CH:5]=[CH:6][CH:7]=1.[C:22]([C@:24]1([OH:32])[CH2:29][CH2:28][CH2:27][N:26]([CH3:30])[C:25]1=[O:31])#[CH:23]. (2) The reactants are [Cl:1][CH2:2][CH2:3][CH2:4][CH:5]1[O:10][C:9]2[CH:11]=[CH:12][CH:13]=[CH:14][C:8]=2[N:7]([C:15]2[CH:20]=[CH:19][CH:18]=[CH:17][C:16]=2[F:21])[S:6]1(=[O:23])=[O:22].[CH3:24][NH2:25]. The yield is 0.780. The product is [ClH:1].[F:21][C:16]1[CH:17]=[CH:18][CH:19]=[CH:20][C:15]=1[N:7]1[C:8]2[CH:14]=[CH:13][CH:12]=[CH:11][C:9]=2[O:10][CH:5]([CH2:4][CH2:3][CH2:2][NH:25][CH3:24])[S:6]1(=[O:23])=[O:22]. The catalyst is C(O)C. (3) The product is [CH2:38]([O:40][C:41](=[O:42])[CH2:43][N:44]1[CH2:49][CH2:48][N:47]([C:35](=[O:37])[CH2:34][C:26]2[CH:27]=[C:28]([O:32][CH3:33])[C:29]([O:30][CH3:31])=[C:24]([O:23][CH3:22])[CH:25]=2)[CH2:46][CH2:45]1)[CH3:39]. The yield is 0.400. The catalyst is C(Cl)Cl.CN(C1C=CN=CC=1)C. The reactants are N#N.CCN=C=NCCCN(C)C.Cl.CCN(CC)CC.[CH3:22][O:23][C:24]1[CH:25]=[C:26]([CH2:34][C:35]([OH:37])=O)[CH:27]=[C:28]([O:32][CH3:33])[C:29]=1[O:30][CH3:31].[CH2:38]([O:40][C:41]([CH2:43][N:44]1[CH2:49][CH2:48][NH:47][CH2:46][CH2:45]1)=[O:42])[CH3:39].